From a dataset of Full USPTO retrosynthesis dataset with 1.9M reactions from patents (1976-2016). Predict the reactants needed to synthesize the given product. (1) Given the product [NH2:26][C:27]1[CH:32]=[C:31]([C:8]2[N:13]=[C:12]([Cl:14])[C:11]3[N:15]=[C:16]([C:20]4[C:21]([NH2:25])=[N:22][O:23][N:24]=4)[N:17]([CH2:18][CH3:19])[C:10]=3[CH:9]=2)[CH:30]=[CH:29][CH:28]=1, predict the reactants needed to synthesize it. The reactants are: C([O-])([O-])=O.[K+].[K+].Br[C:8]1[N:13]=[C:12]([Cl:14])[C:11]2[N:15]=[C:16]([C:20]3[C:21]([NH2:25])=[N:22][O:23][N:24]=3)[N:17]([CH2:18][CH3:19])[C:10]=2[CH:9]=1.[NH2:26][C:27]1[CH:28]=[C:29](B(O)O)[CH:30]=[CH:31][CH:32]=1. (2) Given the product [Cl:12][C:13]1[CH:21]=[CH:20][CH:19]=[CH:18][C:14]=1[CH2:15][N:16]([CH3:17])[C:33]([C:31]1[N:30]=[N:29][N:28]([CH2:27][C:26]2[CH:36]=[C:37]([C:39]([F:41])([F:40])[F:42])[CH:38]=[C:24]([C:23]([F:22])([F:44])[F:43])[CH:25]=2)[CH:32]=1)=[O:34], predict the reactants needed to synthesize it. The reactants are: CCN=C=NCCCN(C)C.[Cl:12][C:13]1[CH:21]=[CH:20][CH:19]=[CH:18][C:14]=1[CH2:15][NH:16][CH3:17].[F:22][C:23]([F:44])([F:43])[C:24]1[CH:25]=[C:26]([CH:36]=[C:37]([C:39]([F:42])([F:41])[F:40])[CH:38]=1)[CH2:27][N:28]1[CH:32]=[C:31]([C:33](O)=[O:34])[N:30]=[N:29]1.